Dataset: Reaction yield outcomes from USPTO patents with 853,638 reactions. Task: Predict the reaction yield, written as a fraction of the theoretical maximum amount of product (1.0 means a 100% yield; for example, 0.34 means a 34% yield). The reactants are [N+:1]([C:4]1[CH:5]=[CH:6][C:7]([O:18][C:19]2[CH:24]=[CH:23][CH:22]=[CH:21][CH:20]=2)=[C:8]([CH:17]=1)[CH2:9][O:10][CH:11]1[CH2:16][CH2:15][CH2:14][CH2:13][O:12]1)([O-])=O.C(OC(=O)C(OC1C=CC=CC=1OC1C=CC(N)=CC=1)(C)C)(C)(C)C. No catalyst specified. The product is [O:18]([C:7]1[CH:6]=[CH:5][C:4]([NH2:1])=[CH:17][C:8]=1[CH2:9][O:10][CH:11]1[CH2:16][CH2:15][CH2:14][CH2:13][O:12]1)[C:19]1[CH:20]=[CH:21][CH:22]=[CH:23][CH:24]=1. The yield is 1.00.